From a dataset of NCI-60 drug combinations with 297,098 pairs across 59 cell lines. Regression. Given two drug SMILES strings and cell line genomic features, predict the synergy score measuring deviation from expected non-interaction effect. (1) Drug 1: CCC(=C(C1=CC=CC=C1)C2=CC=C(C=C2)OCCN(C)C)C3=CC=CC=C3.C(C(=O)O)C(CC(=O)O)(C(=O)O)O. Drug 2: C(CN)CNCCSP(=O)(O)O. Cell line: MALME-3M. Synergy scores: CSS=1.71, Synergy_ZIP=-1.14, Synergy_Bliss=1.37, Synergy_Loewe=-0.965, Synergy_HSA=0.210. (2) Synergy scores: CSS=15.5, Synergy_ZIP=1.38, Synergy_Bliss=0.247, Synergy_Loewe=-13.2, Synergy_HSA=-1.32. Drug 2: CC1=C(N=C(N=C1N)C(CC(=O)N)NCC(C(=O)N)N)C(=O)NC(C(C2=CN=CN2)OC3C(C(C(C(O3)CO)O)O)OC4C(C(C(C(O4)CO)O)OC(=O)N)O)C(=O)NC(C)C(C(C)C(=O)NC(C(C)O)C(=O)NCCC5=NC(=CS5)C6=NC(=CS6)C(=O)NCCC[S+](C)C)O. Drug 1: CCCCCOC(=O)NC1=NC(=O)N(C=C1F)C2C(C(C(O2)C)O)O. Cell line: A498. (3) Drug 1: CC1=C(N=C(N=C1N)C(CC(=O)N)NCC(C(=O)N)N)C(=O)NC(C(C2=CN=CN2)OC3C(C(C(C(O3)CO)O)O)OC4C(C(C(C(O4)CO)O)OC(=O)N)O)C(=O)NC(C)C(C(C)C(=O)NC(C(C)O)C(=O)NCCC5=NC(=CS5)C6=NC(=CS6)C(=O)NCCC[S+](C)C)O. Drug 2: CS(=O)(=O)OCCCCOS(=O)(=O)C. Cell line: OVCAR-5. Synergy scores: CSS=27.8, Synergy_ZIP=-10.8, Synergy_Bliss=-5.31, Synergy_Loewe=-0.750, Synergy_HSA=0.130. (4) Drug 1: CN1CCC(CC1)COC2=C(C=C3C(=C2)N=CN=C3NC4=C(C=C(C=C4)Br)F)OC. Drug 2: C1=CC(=CC=C1C#N)C(C2=CC=C(C=C2)C#N)N3C=NC=N3. Cell line: KM12. Synergy scores: CSS=0.853, Synergy_ZIP=-0.438, Synergy_Bliss=-2.42, Synergy_Loewe=-3.53, Synergy_HSA=-5.25. (5) Drug 1: C1CCN(CC1)CCOC2=CC=C(C=C2)C(=O)C3=C(SC4=C3C=CC(=C4)O)C5=CC=C(C=C5)O. Drug 2: C1=C(C(=O)NC(=O)N1)N(CCCl)CCCl. Cell line: ACHN. Synergy scores: CSS=48.0, Synergy_ZIP=3.92, Synergy_Bliss=3.40, Synergy_Loewe=0.167, Synergy_HSA=2.78. (6) Drug 1: C1CCN(CC1)CCOC2=CC=C(C=C2)C(=O)C3=C(SC4=C3C=CC(=C4)O)C5=CC=C(C=C5)O. Drug 2: C1C(C(OC1N2C=NC3=C(N=C(N=C32)Cl)N)CO)O. Cell line: HL-60(TB). Synergy scores: CSS=21.4, Synergy_ZIP=15.4, Synergy_Bliss=18.1, Synergy_Loewe=-26.1, Synergy_HSA=6.60. (7) Drug 1: CC1=C2C(C(=O)C3(C(CC4C(C3C(C(C2(C)C)(CC1OC(=O)C(C(C5=CC=CC=C5)NC(=O)OC(C)(C)C)O)O)OC(=O)C6=CC=CC=C6)(CO4)OC(=O)C)OC)C)OC. Drug 2: CC1OCC2C(O1)C(C(C(O2)OC3C4COC(=O)C4C(C5=CC6=C(C=C35)OCO6)C7=CC(=C(C(=C7)OC)O)OC)O)O. Cell line: HL-60(TB). Synergy scores: CSS=92.4, Synergy_ZIP=7.28, Synergy_Bliss=6.32, Synergy_Loewe=4.38, Synergy_HSA=8.71. (8) Drug 1: C1CCN(CC1)CCOC2=CC=C(C=C2)C(=O)C3=C(SC4=C3C=CC(=C4)O)C5=CC=C(C=C5)O. Drug 2: C1=C(C(=O)NC(=O)N1)N(CCCl)CCCl. Cell line: EKVX. Synergy scores: CSS=27.3, Synergy_ZIP=-5.84, Synergy_Bliss=1.81, Synergy_Loewe=1.70, Synergy_HSA=1.31.